From a dataset of Forward reaction prediction with 1.9M reactions from USPTO patents (1976-2016). Predict the product of the given reaction. (1) The product is: [CH3:2][CH2:1][N:3]([C:4]([C:6]1[C:7](=[O:19])[N:8]([CH3:18])[C:9]2[CH:10]=[CH:11][CH:12]=[C:13]([Cl:17])[C:14]=2[C:15]=1[O-:16])=[O:5])[C:20]1[CH:21]=[CH:22][CH:23]=[CH:24][CH:25]=1.[Na+:27]. Given the reactants [CH2:1]([N:3]([C:20]1[CH:25]=[CH:24][CH:23]=[CH:22][CH:21]=1)[C:4]([C:6]1[C:7](=[O:19])[N:8]([CH3:18])[C:9]2[C:14]([C:15]=1[OH:16])=[C:13]([Cl:17])[CH:12]=[CH:11][CH:10]=2)=[O:5])[CH3:2].[OH-].[Na+:27], predict the reaction product. (2) Given the reactants [F:1][C:2]1[C:3]([F:27])=[CH:4][C:5]2[N:14]=[C:13]([N:15]3[CH2:20][CH2:19][N:18]([CH3:21])[C@@H:17]([CH2:22][CH2:23][OH:24])[CH2:16]3)[C:12]3[CH:11]=[C:10]([CH3:25])[S:9][C:8]=3[NH:7][C:6]=2[CH:26]=1.[ClH:28], predict the reaction product. The product is: [ClH:28].[ClH:28].[F:1][C:2]1[C:3]([F:27])=[CH:4][C:5]2[N:14]=[C:13]([N:15]3[CH2:20][CH2:19][N:18]([CH3:21])[C@@H:17]([CH2:22][CH2:23][OH:24])[CH2:16]3)[C:12]3[CH:11]=[C:10]([CH3:25])[S:9][C:8]=3[NH:7][C:6]=2[CH:26]=1. (3) Given the reactants FC(F)(F)C(O)=O.[F:8][C:9]1[CH:10]=[C:11]([CH:18](C(OC(C)(C)C)=O)[C:19]([O:21][C:22](C)(C)[CH3:23])=[O:20])[CH:12]=[CH:13][C:14]=1[N+:15]([O-:17])=[O:16].S(=O)(=O)(O)O.C(O)C, predict the reaction product. The product is: [F:8][C:9]1[CH:10]=[C:11]([CH2:18][C:19]([O:21][CH2:22][CH3:23])=[O:20])[CH:12]=[CH:13][C:14]=1[N+:15]([O-:17])=[O:16].